From a dataset of Full USPTO retrosynthesis dataset with 1.9M reactions from patents (1976-2016). Predict the reactants needed to synthesize the given product. Given the product [CH3:1][N:2]1[C:6]([CH3:7])=[C:5]([C:8]([O:10][CH3:18])=[O:9])[C:4](=[O:11])[N:3]1[C:12]1[CH:17]=[CH:16][CH:15]=[CH:14][CH:13]=1, predict the reactants needed to synthesize it. The reactants are: [CH3:1][N:2]1[C:6]([CH3:7])=[C:5]([C:8]([OH:10])=[O:9])[C:4](=[O:11])[N:3]1[C:12]1[CH:17]=[CH:16][CH:15]=[CH:14][CH:13]=1.[C:18](Cl)(=O)C(Cl)=O.